This data is from Full USPTO retrosynthesis dataset with 1.9M reactions from patents (1976-2016). The task is: Predict the reactants needed to synthesize the given product. (1) Given the product [C:6]([CH:4]1[CH2:5][N:2]([C:20]([O:19][C:15]([CH3:18])([CH3:17])[CH3:16])=[O:21])[CH2:3]1)#[N:7], predict the reactants needed to synthesize it. The reactants are: Cl.[NH:2]1[CH2:5][CH:4]([C:6]#[N:7])[CH2:3]1.C(N(CC)CC)C.[C:15]([O:19][C:20](O[C:20]([O:19][C:15]([CH3:18])([CH3:17])[CH3:16])=[O:21])=[O:21])([CH3:18])([CH3:17])[CH3:16]. (2) Given the product [F:39][C:37]([F:40])([F:38])[C:35]1[CH:34]=[C:33]([C:41]([CH3:46])([CH3:45])[C:42]([N:20]([C:9]2[CH:10]=[N:11][C:12]([N:14]3[CH2:19][CH2:18][O:17][CH2:16][CH2:15]3)=[CH:13][C:8]=2[C:3]2[CH:4]=[CH:5][CH:6]=[CH:7][C:2]=2[Cl:1])[CH3:21])=[O:43])[CH:32]=[C:31]([C:30]([F:48])([F:29])[F:47])[CH:36]=1, predict the reactants needed to synthesize it. The reactants are: [Cl:1][C:2]1[CH:7]=[CH:6][CH:5]=[CH:4][C:3]=1[C:8]1[CH:13]=[C:12]([N:14]2[CH2:19][CH2:18][O:17][CH2:16][CH2:15]2)[N:11]=[CH:10][C:9]=1[NH:20][CH3:21].C(N(CC)CC)C.[F:29][C:30]([F:48])([F:47])[C:31]1[CH:32]=[C:33]([C:41]([CH3:46])([CH3:45])[C:42](Cl)=[O:43])[CH:34]=[C:35]([C:37]([F:40])([F:39])[F:38])[CH:36]=1.O. (3) Given the product [Br:1][C:2]1[CH:3]=[CH:4][C:5]([O:8][CH:10]([CH3:12])[CH3:11])=[CH:6][N:7]=1, predict the reactants needed to synthesize it. The reactants are: [Br:1][C:2]1[N:7]=[CH:6][C:5]([OH:8])=[CH:4][CH:3]=1.I[CH:10]([CH3:12])[CH3:11].C(=O)([O-])[O-].[K+].[K+].